From a dataset of Forward reaction prediction with 1.9M reactions from USPTO patents (1976-2016). Predict the product of the given reaction. (1) The product is: [Cl:22][C:35]1[CH:36]=[C:37]2[C:32](=[CH:33][CH:34]=1)[N:31]([C:39]1[CH:44]=[CH:43][C:42]([CH3:45])=[CH:41][CH:40]=1)[C:30](=[O:46])[CH:29]([CH2:28][CH2:27][CH2:26][NH:25][CH3:24])[CH2:38]2. Given the reactants C(OC(=O)N(CCCC1CC2C(=CC=C([Cl:22])C=2)NC1)C)(C)(C)C.[CH3:24][NH:25][CH2:26][CH2:27][CH2:28][CH:29]1[CH2:38][C:37]2[C:32](=[CH:33][CH:34]=[CH:35][CH:36]=2)[N:31]([C:39]2[CH:44]=[CH:43][C:42]([CH3:45])=[CH:41][CH:40]=2)[C:30]1=[O:46], predict the reaction product. (2) Given the reactants [NH:1]1[C:9]2[C:4](=[C:5]([NH2:10])[CH:6]=[CH:7][CH:8]=2)[CH:3]=[CH:2]1.Cl.Cl[CH2:13][CH2:14][NH:15][CH2:16][CH2:17]Cl.C([O-])([O-])=O.[Na+].[Na+], predict the reaction product. The product is: [N:10]1([C:5]2[CH:6]=[CH:7][CH:8]=[C:9]3[C:4]=2[CH:3]=[CH:2][NH:1]3)[CH2:17][CH2:16][NH:15][CH2:14][CH2:13]1. (3) Given the reactants [C:1]([C:5]1[CH:6]=[C:7]2[C:12](=[CH:13][CH:14]=1)[C:11](=[O:15])[NH:10][C:9](=[O:16])/[C:8]/2=[CH:17]/OC)([CH3:4])([CH3:3])[CH3:2].Cl.[NH2:21][CH2:22][C:23]1[CH:28]=[CH:27][N:26]([C:29]2[CH:33]=[CH:32][O:31][CH:30]=2)[C:25](=[O:34])[CH:24]=1.C(N(CC)CC)C, predict the reaction product. The product is: [C:1]([C:5]1[CH:6]=[C:7]2[C:12](=[CH:13][CH:14]=1)[C:11](=[O:15])[NH:10][C:9](=[O:16])/[C:8]/2=[CH:17]\[NH:21][CH2:22][C:23]1[CH:28]=[CH:27][N:26]([C:29]2[CH:33]=[CH:32][O:31][CH:30]=2)[C:25](=[O:34])[CH:24]=1)([CH3:4])([CH3:3])[CH3:2].